This data is from Full USPTO retrosynthesis dataset with 1.9M reactions from patents (1976-2016). The task is: Predict the reactants needed to synthesize the given product. (1) The reactants are: [F:1][C:2]1[CH:10]=[C:9]([F:11])[CH:8]=[CH:7][C:3]=1C(O)=O.C([N:14]([CH2:17]C)CC)C.C1([O:25]P(N=[N+]=[N-])(=O)OC2C=CC=CC=2)C=CC=CC=1.[NH2:38][C:39]1[CH:44]=[CH:43][C:42]([C:45]2[CH:53]=[CH:52][C:51]([C:54]3[NH:55][C:56]([CH3:59])=[CH:57][N:58]=3)=[C:50]3[C:46]=2[CH2:47][NH:48][C:49]3=[O:60])=[C:41]([F:61])[CH:40]=1. Given the product [F:1][C:2]1[CH:10]=[C:9]([F:11])[CH:8]=[CH:7][C:3]=1[NH:14][C:17]([NH:38][C:39]1[CH:44]=[CH:43][C:42]([C:45]2[CH:53]=[CH:52][C:51]([C:54]3[NH:55][C:56]([CH3:59])=[CH:57][N:58]=3)=[C:50]3[C:46]=2[CH2:47][NH:48][C:49]3=[O:60])=[C:41]([F:61])[CH:40]=1)=[O:25], predict the reactants needed to synthesize it. (2) The reactants are: [N:1]1([C:6]([C:8]2[CH:13]=[CH:12][C:11](B(O)O)=[CH:10][CH:9]=2)=[O:7])[CH2:5][CH2:4][CH2:3][CH2:2]1.O.O.P([O-])([O-])([O-])=O.[K+].[K+].[K+].Cl[C:28]1[N:33]=[C:32]2[N:34]([CH:43]3[CH2:48][CH2:47][CH2:46][CH2:45][O:44]3)[N:35]=[C:36]([C:37]3[CH:42]=[CH:41][CH:40]=[CH:39][CH:38]=3)[C:31]2=[C:30]([CH:49]([F:51])[F:50])[CH:29]=1. Given the product [F:51][CH:49]([F:50])[C:30]1[CH:29]=[C:28]([C:11]2[CH:12]=[CH:13][C:8]([C:6]([N:1]3[CH2:5][CH2:4][CH2:3][CH2:2]3)=[O:7])=[CH:9][CH:10]=2)[N:33]=[C:32]2[N:34]([CH:43]3[CH2:48][CH2:47][CH2:46][CH2:45][O:44]3)[N:35]=[C:36]([C:37]3[CH:42]=[CH:41][CH:40]=[CH:39][CH:38]=3)[C:31]=12, predict the reactants needed to synthesize it. (3) Given the product [C:10]([O:14][CH2:15][CH2:16][O:7][CH:4]1[CH2:5][CH2:6][O:1][CH2:2][CH2:3]1)([CH3:13])([CH3:12])[CH3:11], predict the reactants needed to synthesize it. The reactants are: [O:1]1[CH2:6][CH2:5][CH:4]([OH:7])[CH2:3][CH2:2]1.[H-].[Na+].[C:10]([O:14][CH2:15][CH2:16]Br)([CH3:13])([CH3:12])[CH3:11].[Cl-].[NH4+]. (4) Given the product [CH3:69][O:68][C:67](=[O:70])[NH:66][C@@H:57]1[CH:56]2[C:55](=[O:71])[CH2:54][C@H:53]([C:51]3[NH:52][C:48]([C:45]4[CH:44]=[CH:43][C:42]([C:22]5[CH:23]=[CH:24][C:19]([C:16]6[NH:15][C:14]([C@@H:13]7[CH2:12][C:7]8([O:8][CH2:9][CH2:10][O:11]8)[CH2:6][N:5]7[C:4](=[O:34])[C@@H:3]([NH:35][C:36]([O:37][CH3:38])=[O:39])[CH:2]([CH3:40])[CH3:1])=[N:18][CH:17]=6)=[CH:20][CH:21]=5)=[CH:47][CH:46]=4)=[CH:49][N:50]=3)[CH2:65][N:63]3[C:64]2=[C:60]([CH:61]=[CH:62]3)[CH2:59][CH2:58]1, predict the reactants needed to synthesize it. The reactants are: [CH3:1][CH:2]([CH3:40])[C@H:3]([NH:35][C:36](=[O:39])[O:37][CH3:38])[C:4](=[O:34])[N:5]1[C@H:13]([C:14]2[NH:15][C:16]([C:19]3[CH:24]=[CH:23][C:22](B4OC(C)(C)C(C)(C)O4)=[CH:21][CH:20]=3)=[CH:17][N:18]=2)[CH2:12][C:7]2([O:11][CH2:10][CH2:9][O:8]2)[CH2:6]1.Br[C:42]1[CH:47]=[CH:46][C:45]([C:48]2[NH:52][C:51]([C@@H:53]3[CH2:65][N:63]4[C:64]5[CH:56]([C@@H:57]([NH:66][C:67](=[O:70])[O:68][CH3:69])[CH2:58][CH2:59][C:60]=5[CH:61]=[CH:62]4)[C:55](=[O:71])[CH2:54]3)=[N:50][CH:49]=2)=[CH:44][CH:43]=1.C(=O)(O)[O-].[Na+].